Dataset: Reaction yield outcomes from USPTO patents with 853,638 reactions. Task: Predict the reaction yield, written as a fraction of the theoretical maximum amount of product (1.0 means a 100% yield; for example, 0.34 means a 34% yield). (1) The reactants are [CH2:1]([O:4][C:5]1[CH:6]=[C:7]2[C:11](=[CH:12][CH:13]=1)[NH:10][CH:9]=[CH:8]2)[C:2]#[CH:3].[CH2:14]([N:21]1[C:25](=[O:26])[CH:24]=[CH:23][C:22]1=[O:27])[C:15]1[CH:20]=[CH:19][CH:18]=[CH:17][CH:16]=1. The catalyst is C(O)(=O)C.C(OCC)(=O)C. The product is [CH2:14]([N:21]1[C:25](=[O:26])[CH2:24][CH:23]([C:8]2[C:7]3[C:11](=[CH:12][CH:13]=[C:5]([O:4][CH2:1][C:2]#[CH:3])[CH:6]=3)[NH:10][CH:9]=2)[C:22]1=[O:27])[C:15]1[CH:16]=[CH:17][CH:18]=[CH:19][CH:20]=1. The yield is 0.180. (2) The reactants are [F:1][C:2]1[CH:7]=[CH:6][C:5]([CH2:8][CH2:9][NH:10][CH2:11][CH:12]2[CH2:16][CH2:15][O:14][CH2:13]2)=[CH:4][C:3]=1[O:17][CH2:18][C:19]([F:22])([F:21])[F:20].C(N(CC)CC)C.[Cl:30][CH2:31][C:32]([N:34]([CH3:36])[CH3:35])=[O:33]. The catalyst is CN(C)C=O. The product is [ClH:30].[F:1][C:2]1[CH:7]=[CH:6][C:5]([CH2:8][CH2:9][N:10]([CH2:11][CH:12]2[CH2:16][CH2:15][O:14][CH2:13]2)[CH2:31][C:32]([N:34]([CH3:36])[CH3:35])=[O:33])=[CH:4][C:3]=1[O:17][CH2:18][C:19]([F:20])([F:21])[F:22]. The yield is 0.650. (3) The reactants are [CH3:1][O:2][C:3]1[C:8]([CH3:9])=[CH:7][N:6]=[C:5]([CH2:10]O)[C:4]=1[CH3:12].S(Cl)([Cl:15])=O. The catalyst is ClCCl. The product is [ClH:15].[Cl:15][CH2:10][C:5]1[C:4]([CH3:12])=[C:3]([O:2][CH3:1])[C:8]([CH3:9])=[CH:7][N:6]=1. The yield is 1.00. (4) The reactants are [NH2:1][C:2]1[N:7]=[C:6]([CH2:8][O:9][Si:10]([C:13]([CH3:16])([CH3:15])[CH3:14])([CH3:12])[CH3:11])[CH:5]=[CH:4][N:3]=1.[H-].[Na+].[CH3:19]I. The catalyst is O1CCCC1.[Cl-].[Na+].O. The product is [Si:10]([O:9][CH2:8][C:6]1[CH:5]=[CH:4][N:3]=[C:2]([NH:1][CH3:19])[N:7]=1)([C:13]([CH3:16])([CH3:15])[CH3:14])([CH3:11])[CH3:12]. The yield is 0.200. (5) The reactants are [Br:1][C:2]1[CH:3]=[CH:4][C:5]([O:11][C:12]([F:15])([F:14])[F:13])=[C:6]([CH:10]=1)[C:7]([OH:9])=[O:8].S(=O)(=O)(O)O.[CH3:21]O. No catalyst specified. The product is [CH3:21][O:8][C:7](=[O:9])[C:6]1[CH:10]=[C:2]([Br:1])[CH:3]=[CH:4][C:5]=1[O:11][C:12]([F:13])([F:14])[F:15]. The yield is 0.890. (6) The reactants are [N-:1]=[N+:2]=[N-:3].[Na+].[CH2:5]([O:12][CH2:13][C@@H:14](OS(C)(=O)=O)[C@@H:15]1[CH2:19][C@@H:18]([CH2:20][CH2:21][CH3:22])[C:17](=[O:23])[O:16]1)[C:6]1[CH:11]=[CH:10][CH:9]=[CH:8][CH:7]=1. The catalyst is CN1C(=O)N(C)CCC1. The product is [N:1]([C@H:14]([C@H:15]1[O:16][C:17](=[O:23])[C@H:18]([CH2:20][CH2:21][CH3:22])[CH2:19]1)[CH2:13][O:12][CH2:5][C:6]1[CH:11]=[CH:10][CH:9]=[CH:8][CH:7]=1)=[N+:2]=[N-:3]. The yield is 0.930.